Dataset: Forward reaction prediction with 1.9M reactions from USPTO patents (1976-2016). Task: Predict the product of the given reaction. (1) Given the reactants Br[C:2]1[CH:3]=[CH:4][C:5]([NH:8][CH2:9][CH:10]2[CH2:15][CH2:14][N:13]([C:16]([O:18][C:19]([CH3:22])([CH3:21])[CH3:20])=[O:17])[CH2:12][CH2:11]2)=[N:6][CH:7]=1.[CH3:23][S:24]([C:27]1[CH:32]=[CH:31][C:30](B(O)O)=[CH:29][CH:28]=1)(=[O:26])=[O:25], predict the reaction product. The product is: [CH3:23][S:24]([C:27]1[CH:32]=[CH:31][C:30]([C:2]2[CH:3]=[CH:4][C:5]([NH:8][CH2:9][CH:10]3[CH2:15][CH2:14][N:13]([C:16]([O:18][C:19]([CH3:22])([CH3:21])[CH3:20])=[O:17])[CH2:12][CH2:11]3)=[N:6][CH:7]=2)=[CH:29][CH:28]=1)(=[O:26])=[O:25]. (2) Given the reactants Cl.[C@H:2]12[CH2:18][C@H:5]([N:6]([C:8]3[C:17]4[C:12](=[CH:13][CH:14]=[CH:15][CH:16]=4)[N:11]=[CH:10][CH:9]=3)[CH2:7]1)[CH2:4][NH:3]2.C(N(C(C)C)CC)(C)C.[C:28](Cl)(=[O:34])/[CH:29]=[CH:30]/[CH2:31][CH2:32][CH3:33], predict the reaction product. The product is: [N:11]1[C:12]2[C:17](=[CH:16][CH:15]=[CH:14][CH:13]=2)[C:8]([N:6]2[CH2:7][C@@H:2]3[CH2:18][C@H:5]2[CH2:4][N:3]3[C:28](=[O:34])/[CH:29]=[CH:30]/[CH2:31][CH2:32][CH3:33])=[CH:9][CH:10]=1.